Task: Predict which catalyst facilitates the given reaction.. Dataset: Catalyst prediction with 721,799 reactions and 888 catalyst types from USPTO (1) Reactant: N#N.[CH3:3][C:4]1[O:5][C:6]([C:12]2[CH:13]=[C:14]([CH3:18])[CH:15]=[CH:16][CH:17]=2)=[C:7]([C:9](O)=[O:10])[N:8]=1.CN(C=O)C.C(Cl)(=O)C([Cl:27])=O. Product: [CH3:3][C:4]1[O:5][C:6]([C:12]2[CH:13]=[C:14]([CH3:18])[CH:15]=[CH:16][CH:17]=2)=[C:7]([C:9]([Cl:27])=[O:10])[N:8]=1. The catalyst class is: 11. (2) Reactant: C([O:4][C:5]1[C:10]([CH3:11])=[CH:9][CH:8]=[CH:7][C:6]=1[CH:12]1[CH2:14][CH2:13]1)(=O)C.[OH-].[Na+]. Product: [CH:12]1([C:6]2[CH:7]=[CH:8][CH:9]=[C:10]([CH3:11])[C:5]=2[OH:4])[CH2:14][CH2:13]1. The catalyst class is: 5. (3) Reactant: [C:1]([C:5]1[CH:11]=[C:10]([OH:12])[CH:9]=[C:8]([C:13]([CH3:16])([CH3:15])[CH3:14])[C:6]=1[OH:7])([CH3:4])([CH3:3])[CH3:2].CCCC[CH2:21][CH3:22].[C:23](OC(=O)C)(=[O:25])[CH3:24].S(=O)(=O)(O)[OH:31]. Product: [C:23]([O:7][C:6]1[C:5]([C:1]([CH3:4])([CH3:3])[CH3:2])=[CH:11][C:10]([O:12][C:21](=[O:31])[CH3:22])=[CH:9][C:8]=1[C:13]([CH3:16])([CH3:15])[CH3:14])(=[O:25])[CH3:24]. The catalyst class is: 84. (4) Reactant: C(OC([NH:8][C:9]1[O:17][C:16]2[C:11](=[N:12][CH:13]=[C:14]([CH2:18][CH3:19])[CH:15]=2)[C:10]=1[C:20]([NH:22][C:23]1[CH:24]=[N:25][CH:26]=[CH:27][C:28]=1[N:29]1[CH2:34][C@H:33]([CH3:35])[CH2:32][C@H:31]([NH:36]C(=O)OC(C)(C)C)[CH2:30]1)=[O:21])=O)(C)(C)C.Cl.O1CCOCC1. Product: [NH2:8][C:9]1[O:17][C:16]2[C:11](=[N:12][CH:13]=[C:14]([CH2:18][CH3:19])[CH:15]=2)[C:10]=1[C:20]([NH:22][C:23]1[CH:24]=[N:25][CH:26]=[CH:27][C:28]=1[N:29]1[CH2:34][C@H:33]([CH3:35])[CH2:32][C@H:31]([NH2:36])[CH2:30]1)=[O:21]. The catalyst class is: 5. (5) Reactant: C[O:2][C:3]1[C:10]([C:11]2[CH:16]=[CH:15][N:14]=[CH:13][CH:12]=2)=[CH:9][CH:8]=[CH:7][C:4]=1[C:5]#[N:6].C1(S)C=CC=CC=1.C([O-])([O-])=O.[K+].[K+].[OH-].[Na+]. Product: [OH:2][C:3]1[C:10]([C:11]2[CH:16]=[CH:15][N:14]=[CH:13][CH:12]=2)=[CH:9][CH:8]=[CH:7][C:4]=1[C:5]#[N:6]. The catalyst class is: 179. (6) Reactant: [Br:1][C:2]1[CH:7]=[CH:6][C:5]([C:8]2[C:17](=O)[C:16]3[C:11](=[CH:12][C:13]([OH:21])=[C:14]([CH2:19][CH3:20])[CH:15]=3)[O:10][CH:9]=2)=[CH:4][CH:3]=1.O.[NH2:23][NH2:24]. Product: [Br:1][C:2]1[CH:7]=[CH:6][C:5]([C:8]2[C:17]([C:16]3[CH:15]=[C:14]([CH2:19][CH3:20])[C:13]([OH:21])=[CH:12][C:11]=3[OH:10])=[N:23][NH:24][CH:9]=2)=[CH:4][CH:3]=1. The catalyst class is: 8. (7) Reactant: [CH2:1]([O:3][C:4](=[O:13])[CH2:5][C:6]1[CH:11]=[CH:10][CH:9]=[C:8]([Cl:12])[N:7]=1)[CH3:2].Cl[C:15]1N=C(C)C(C)=CC=1.[Li+].CC([N-]C(C)C)C.C(=O)(OCC)OCC. Product: [CH2:1]([O:3][C:4](=[O:13])[CH2:5][C:6]1[C:11]([CH3:15])=[CH:10][CH:9]=[C:8]([Cl:12])[N:7]=1)[CH3:2]. The catalyst class is: 1. (8) Reactant: [I:1][C:2]1[CH:18]=[CH:17][C:5]2[N:6]([C:10]([O:12][C:13]([CH3:16])([CH3:15])[CH3:14])=[O:11])[C:7](=[O:9])[NH:8][C:4]=2[CH:3]=1.[H-].[Na+].Br[CH:22]([C:30]1[CH:35]=[CH:34][CH:33]=[CH:32][CH:31]=1)[C:23]([O:25][C:26]([CH3:29])([CH3:28])[CH3:27])=[O:24].[Cl-].[NH4+]. Product: [C:26]([O:25][C:23]([CH:22]([C:30]1[CH:31]=[CH:32][CH:33]=[CH:34][CH:35]=1)[N:8]1[C:4]2[CH:3]=[C:2]([I:1])[CH:18]=[CH:17][C:5]=2[N:6]([C:10]([O:12][C:13]([CH3:14])([CH3:15])[CH3:16])=[O:11])[C:7]1=[O:9])=[O:24])([CH3:29])([CH3:27])[CH3:28]. The catalyst class is: 39. (9) Reactant: [CH:1]1([C:6](O)([C:25]2[CH:30]=[CH:29][CH:28]=[CH:27][CH:26]=2)[CH:7]2[CH2:12][CH2:11][N:10]([CH2:13][CH2:14][CH2:15][O:16][C:17]3[CH:24]=[CH:23][C:20]([C:21]#[N:22])=[CH:19][CH:18]=3)[CH2:9][CH2:8]2)[CH2:5][CH2:4][CH2:3][CH2:2]1.[N-:32]=[N+:33]=[N-:34].[Na+].OS(O)(=O)=O.[NH4+].[OH-]. Product: [N:32]([C:6]([CH:1]1[CH2:2][CH2:3][CH2:4][CH2:5]1)([C:25]1[CH:30]=[CH:29][CH:28]=[CH:27][CH:26]=1)[CH:7]1[CH2:12][CH2:11][N:10]([CH2:13][CH2:14][CH2:15][O:16][C:17]2[CH:24]=[CH:23][C:20]([C:21]#[N:22])=[CH:19][CH:18]=2)[CH2:9][CH2:8]1)=[N+:33]=[N-:34]. The catalyst class is: 22. (10) Reactant: [NH2:1][C:2]1[CH:7]=[CH:6][C:5]([CH2:8][CH2:9][CH2:10][C:11]([O:13]C)=O)=[CH:4][CH:3]=1.[NH4+:15].[OH-]. Product: [NH2:1][C:2]1[CH:7]=[CH:6][C:5]([CH2:8][CH2:9][CH2:10][C:11]([NH2:15])=[O:13])=[CH:4][CH:3]=1. The catalyst class is: 5.